Dataset: Kinase inhibitor bioactivity data combining Ki, Kd, and IC50 measurements. Task: Regression. Given a target protein amino acid sequence and a drug SMILES string, predict the binding affinity score between them. We predict KIBA score (integrated kinase binding score). Dataset: kiba. (1) The drug is CC(C)(C)c1nc2c3cc[nH]c(=O)c3c3cc(F)ccc3c2[nH]1. The target protein (P41240) has sequence MSAIQAAWPSGTECIAKYNFHGTAEQDLPFCKGDVLTIVAVTKDPNWYKAKNKVGREGIIPANYVQKREGVKAGTKLSLMPWFHGKITREQAERLLYPPETGLFLVRESTNYPGDYTLCVSCDGKVEHYRIMYHASKLSIDEEVYFENLMQLVEHYTSDADGLCTRLIKPKVMEGTVAAQDEFYRSGWALNMKELKLLQTIGKGEFGDVMLGDYRGNKVAVKCIKNDATAQAFLAEASVMTQLRHSNLVQLLGVIVEEKGGLYIVTEYMAKGSLVDYLRSRGRSVLGGDCLLKFSLDVCEAMEYLEGNNFVHRDLAARNVLVSEDNVAKVSDFGLTKEASSTQDTGKLPVKWTAPEALREKKFSTKSDVWSFGILLWEIYSFGRVPYPRIPLKDVVPRVEKGYKMDAPDGCPPAVYEVMKNCWHLDAAMRPSFLQLREQLEHIKTHELHL. The KIBA score is 11.8. (2) The target protein (Q7L7X3) has sequence MPSTNRAGSLKDPEIAELFFKEDPEKLFTDLREIGHGSFGAVYFARDVRTNEVVAIKKMSYSGKQSTEKWQDIIKEVKFLQRIKHPNSIEYKGCYLREHTAWLVMEYCLGSASDLLEVHKKPLQEVEIAAITHGALQGLAYLHSHTMIHRDIKAGNILLTEPGQVKLADFGSASMASPANSFVGTPYWMAPEVILAMDEGQYDGKVDVWSLGITCIELAERKPPLFNMNAMSALYHIAQNESPTLQSNEWSDYFRNFVDSCLQKIPQDRPTSEELLKHIFVLRERPETVLIDLIQRTKDAVRELDNLQYRKMKKLLFQEAHNGPAVEAQEEEEEQDHGVGRTGTVNSVGSNQSIPSMSISASSQSSSVNSLPDVSDDKSELDMMEGDHTVMSNSSVIHLKPEEENYREEGDPRTRASDPQSPPQVSRHKSHYRNREHFATIRTASLVTRQMQEHEQDSELREQMSGYKRMRRQHQKQLMTLENKLKAEMDEHRLRLDKDL.... The compound is O=C(Nc1n[nH]c2ccc(-c3cn(Cc4ccccc4)nn3)cc12)c1cc(F)ccc1F. The KIBA score is 11.3. (3) The KIBA score is 13.0. The drug is CCN(CC)CCNC(=O)C=Cc1cnc(N)c2c(-c3ccc(NC(=O)Nc4cccc(C)c4)cc3)csc12. The target protein (P51955) has sequence MPSRAEDYEVLYTIGTGSYGRCQKIRRKSDGKILVWKELDYGSMTEAEKQMLVSEVNLLRELKHPNIVRYYDRIIDRTNTTLYIVMEYCEGGDLASVITKGTKERQYLDEEFVLRVMTQLTLALKECHRRSDGGHTVLHRDLKPANVFLDGKQNVKLGDFGLARILNHDTSFAKTFVGTPYYMSPEQMNRMSYNEKSDIWSLGCLLYELCALMPPFTAFSQKELAGKIREGKFRRIPYRYSDELNEIITRMLNLKDYHRPSVEEILENPLIADLVADEQRRNLERRGRQLGEPEKSQDSSPVLSELKLKEIQLQERERALKAREERLEQKEQELCVRERLAEDKLARAENLLKNYSLLKERKFLSLASNPELLNLPSSVIKKKVHFSGESKENIMRSENSESQLTSKSKCKDLKKRLHAAQLRAQALSDIEKNYQLKSRQILGMR. (4) The small molecule is CNC(=O)C1CCCN1Cc1cc2c(Nc3cccc(Cl)c3F)ncnc2cc1OC. The target protein (P54619) has sequence METVISSDSSPAVENEHPQETPESNNSVYTSFMKSHRCYDLIPTSSKLVVFDTSLQVKKAFFALVTNGVRAAPLWDSKKQSFVGMLTITDFINILHRYYKSALVQIYELEEHKIETWREVYLQDSFKPLVCISPNASLFDAVSSLIRNKIHRLPVIDPESGNTLYILTHKRILKFLKLFITEFPKPEFMSKSLEELQIGTYANIAMVRTTTPVYVALGIFVQHRVSALPVVDEKGRVVDIYSKFDVINLAAEKTYNNLDVSVTKALQHRSHYFEGVLKCYLHETLETIINRLVEAEVHRLVVVDENDVVKGIVSLSDILQALVLTGGEKKP. The KIBA score is 11.1. (5) The KIBA score is 11.9. The small molecule is O=C1NCCc2[nH]c(-c3ccnc(-c4cnc5ccccc5c4)c3)cc21. The target protein (P16591) has sequence MGFGSDLKNSHEAVLKLQDWELRLLETVKKFMALRIKSDKEYASTLQNLCNQVDKESTVQMNYVSNVSKSWLLMIQQTEQLSRIMKTHAEDLNSGPLHRLTMMIKDKQQVKKSYIGVHQQIEAEMIKVTKTELEKLKCSYRQLIKEMNSAKEKYKEALAKGKETEKAKERYDKATMKLHMLHNQYVLALKGAQLHQNQYYDITLPLLLDSLQKMQEEMIKALKGIFDEYSQITSLVTEEIVNVHKEIQMSVEQIDPSTEYNNFIDVHRTTAAKEQEIEFDTSLLEENENLQANEIMWNNLTAESLQVMLKTLAEELMQTQQMLLNKEEAVLELEKRIEESSETCEKKSDIVLLLSQKQALEELKQSVQQLRCTEAKFSAQKELLEQKVQENDGKEPPPVVNYEEDARSVTSMERKERLSKFESIRHSIAGIIRSPKSALGSSALSDMISISEKPLAEQDWYHGAIPRIEAQELLKKQGDFLVRESHGKPGEYVLSVYSDG.... (6) The drug is Nc1nccn2c(C3CC(CN4CCCC4)C3)nc(-c3cccc(OCc4ccccc4)c3)c12. The target protein (Q13555) has sequence MATTATCTRFTDDYQLFEELGKGAFSVVRRCVKKTSTQEYAAKIINTKKLSARDHQKLEREARICRLLKHPNIVRLHDSISEEGFHYLVFDLVTGGELFEDIVAREYYSEADASHCIHQILESVNHIHQHDIVHRDLKPENLLLASKCKGAAVKLADFGLAIEVQGEQQAWFGFAGTPGYLSPEVLRKDPYGKPVDIWACGVILYILLVGYPPFWDEDQHKLYQQIKAGAYDFPSPEWDTVTPEAKNLINQMLTINPAKRITADQALKHPWVCQRSTVASMMHRQETVECLRKFNARRKLKGAILTTMLVSRNFSAAKSLLNKKSDGGVKKRKSSSSVHLMPQSNNKNSLVSPAQEPAPLQTAMEPQTTVVHNATDGIKGSTESCNTTTEDEDLKARSPEGRSSRDRTAPSAGMQPQPSLCSSAMRKQEIIKITEQLIEAINNGDFEAYTKICDPGLTSFEPEALGNLVEGMDFHKFYFENLLSKNSKPIHTTILNPHVH.... The KIBA score is 11.3.